Dataset: Catalyst prediction with 721,799 reactions and 888 catalyst types from USPTO. Task: Predict which catalyst facilitates the given reaction. (1) Reactant: [Cl:1][C:2]1[CH:12]=[C:11]([F:13])[CH:10]=[CH:9][C:3]=1[C:4]([N:6]=[C:7]=[O:8])=[O:5].[NH2:14][C:15]1[CH:20]=[CH:19][C:18]([N:21]2[C:25](=[O:26])[CH:24]=[C:23]([CH3:27])[NH:22]2)=[CH:17][C:16]=1[CH3:28]. Product: [Cl:1][C:2]1[CH:12]=[C:11]([F:13])[CH:10]=[CH:9][C:3]=1[C:4]([NH:6][C:7]([NH:14][C:15]1[CH:20]=[CH:19][C:18]([N:21]2[C:25](=[O:26])[CH:24]=[C:23]([CH3:27])[NH:22]2)=[CH:17][C:16]=1[CH3:28])=[O:8])=[O:5]. The catalyst class is: 10. (2) Reactant: [Cl:1][C:2]1[CH:3]=[C:4]([CH:9]([C:24]([F:27])([F:26])[F:25])/[CH:10]=[CH:11]/[C:12]2[CH:13]=[CH:14][C:15]([N:19]3[CH:23]=[N:22][CH:21]=[N:20]3)=[C:16]([CH:18]=2)[NH2:17])[CH:5]=[C:6]([Cl:8])[CH:7]=1.[CH3:28]I. Product: [Cl:1][C:2]1[CH:3]=[C:4]([CH:9]([C:24]([F:26])([F:25])[F:27])/[CH:10]=[CH:11]/[C:12]2[CH:13]=[CH:14][C:15]([N:19]3[CH:23]=[N:22][CH:21]=[N:20]3)=[C:16]([CH:18]=2)[NH:17][CH3:28])[CH:5]=[C:6]([Cl:8])[CH:7]=1. The catalyst class is: 2. (3) Reactant: [I:1][C:2]1[CH:8]=[CH:7][C:5]([NH2:6])=[CH:4][CH:3]=1.[C:9](N1C=CN=C1)([N:11]1C=CN=C1)=[S:10].N. Product: [I:1][C:2]1[CH:8]=[CH:7][C:5]([NH:6][C:9]([NH2:11])=[S:10])=[CH:4][CH:3]=1. The catalyst class is: 4. (4) Reactant: CO[CH:3]([O:21][CH3:22])[CH2:4][N:5]1[C:10]([C:11]([O:13]C)=O)=[C:9]([O:15][CH3:16])[C:8](=[O:17])[C:7]([C:18]([OH:20])=[O:19])=[CH:6]1.CC(O)=O.CS(O)(=O)=O.[NH2:32][C@H:33](CO)[CH3:34]. Product: [CH3:34][C@@H:33]1[N:32]2[C:11](=[O:13])[C:10]3[N:5]([CH:6]=[C:7]([C:18]([OH:20])=[O:19])[C:8](=[O:17])[C:9]=3[O:15][CH3:16])[CH2:4][C@H:3]2[O:21][CH2:22]1. The catalyst class is: 23. (5) Reactant: [CH3:1][S:2][CH2:3][C:4](OCC)=[O:5].[NH2:9][C:10]1[CH:30]=[CH:29][C:13]([CH2:14][N:15]2[N:20]=[C:19]([C:21]3[CH:26]=[CH:25][C:24]([Cl:27])=[CH:23][CH:22]=3)[CH2:18][O:17][C:16]2=[O:28])=[CH:12][CH:11]=1.C(OCl)(C)(C)C.C(N(CC)CC)C.Cl. Product: [Cl:27][C:24]1[CH:25]=[CH:26][C:21]([C:19]2[CH2:18][O:17][C:16](=[O:28])[N:15]([CH2:14][C:13]3[CH:29]=[C:30]4[C:10](=[CH:11][CH:12]=3)[NH:9][C:4](=[O:5])[CH:3]4[S:2][CH3:1])[N:20]=2)=[CH:22][CH:23]=1. The catalyst class is: 1. (6) Reactant: [CH3:1][O:2][NH:3][C:4]([C:6]1[C:14]2[C:9](=[N:10][CH:11]=[C:12]([C:15]3[C:23]4[C:18](=[CH:19][C:20]([F:24])=[CH:21][CH:22]=4)[N:17]([CH3:25])[N:16]=3)[N:13]=2)[N:8](COCC[Si](C)(C)C)[CH:7]=1)=[O:5].FC(F)(F)C(O)=O.C(N)CN. Product: [CH3:1][O:2][NH:3][C:4]([C:6]1[C:14]2[C:9](=[N:10][CH:11]=[C:12]([C:15]3[C:23]4[C:18](=[CH:19][C:20]([F:24])=[CH:21][CH:22]=4)[N:17]([CH3:25])[N:16]=3)[N:13]=2)[NH:8][CH:7]=1)=[O:5]. The catalyst class is: 4. (7) Reactant: C([O:5][C:6]([C:8]1[N:9]=[C:10](O)[C:11]2[C:16]([C:17]=1[OH:18])=[CH:15][CH:14]=[C:13]([S:19][C:20]1[CH:25]=[CH:24][CH:23]=[CH:22][CH:21]=1)[CH:12]=2)=[O:7])CCC.C(OC(C1N=CC2C(C=1O)=CC=C(OC1C=CC(OC)=CC=1)C=2)=O)CCC.P(Br)(Br)([Br:56])=O. Product: [Br:56][C:10]1[C:11]2[C:16](=[CH:15][CH:14]=[C:13]([S:19][C:20]3[CH:25]=[CH:24][CH:23]=[CH:22][CH:21]=3)[CH:12]=2)[C:17]([OH:18])=[C:8]([C:6]([OH:5])=[O:7])[N:9]=1. The catalyst class is: 10. (8) Reactant: C([O:3][C:4]([C:6]1[C:7]([CH3:31])=[N:8][C:9]([NH:13][CH2:14]/[CH:15]=[CH:16]/[C:17]2[CH:22]=[CH:21][CH:20]=[C:19]([O:23][CH2:24][C:25]3[CH:30]=[CH:29][CH:28]=[CH:27][CH:26]=3)[N:18]=2)=[N:10][C:11]=1[CH3:12])=[O:5])C.O.[OH-].[Li+]. Product: [CH2:24]([O:23][C:19]1[N:18]=[C:17](/[CH:16]=[CH:15]/[CH2:14][NH:13][C:9]2[N:10]=[C:11]([CH3:12])[C:6]([C:4]([OH:5])=[O:3])=[C:7]([CH3:31])[N:8]=2)[CH:22]=[CH:21][CH:20]=1)[C:25]1[CH:26]=[CH:27][CH:28]=[CH:29][CH:30]=1. The catalyst class is: 38. (9) Reactant: [CH:1]1([C:4]2[C:13]3[C:8](=[CH:9][CH:10]=[C:11]([CH:14]=O)[CH:12]=3)[N:7]=[CH:6][C:5]=2[C:16]#[N:17])[CH2:3][CH2:2]1.COC1C=CC(/C=[C:33]2/[C:34]([NH:36][C:37]([S:39]/2)=[NH:38])=[O:35])=CC=1OC1CCCC1.C([O-])(=O)C.[Na+]. Product: [NH2:38][C:37]1[S:39]/[C:33](=[CH:14]\[C:11]2[CH:12]=[C:13]3[C:8](=[CH:9][CH:10]=2)[N:7]=[CH:6][C:5]([C:16]#[N:17])=[C:4]3[CH:1]2[CH2:3][CH2:2]2)/[C:34](=[O:35])[N:36]=1. The catalyst class is: 15. (10) Reactant: C([Cl:4])(=O)C.[CH2:5]([C:9]1[S:18][C:17]2[NH:16][C:15]3[CH:19]=[CH:20][CH:21]=[CH:22][C:14]=3[N:13]=[C:12]([N:23]3[CH2:28][CH2:27][NH:26][C@@H:25]([CH2:29][CH2:30][C:31]4[CH:36]=[CH:35][CH:34]=[CH:33][CH:32]=4)[CH2:24]3)[C:11]=2[N:10]=1)[CH2:6][CH2:7][CH3:8].CO. Product: [ClH:4].[ClH:4].[CH2:5]([C:9]1[S:18][C:17]2[NH:16][C:15]3[CH:19]=[CH:20][CH:21]=[CH:22][C:14]=3[N:13]=[C:12]([N:23]3[CH2:28][CH2:27][NH:26][C@@H:25]([CH2:29][CH2:30][C:31]4[CH:32]=[CH:33][CH:34]=[CH:35][CH:36]=4)[CH2:24]3)[C:11]=2[N:10]=1)[CH2:6][CH2:7][CH3:8]. The catalyst class is: 8.